This data is from Full USPTO retrosynthesis dataset with 1.9M reactions from patents (1976-2016). The task is: Predict the reactants needed to synthesize the given product. (1) Given the product [CH2:36]([O:7][C:6](=[O:8])[C:5]1[C:4](=[CH:3][C:2]([NH2:1])=[CH:10][CH:9]=1)[OH:11])[CH2:18][CH2:19][CH2:20][CH2:21][CH2:22][CH2:23][CH2:24]/[CH:25]=[CH:26]/[CH2:27][CH2:28][CH2:29][CH2:30][CH2:31][CH2:32][CH2:33][CH3:34], predict the reactants needed to synthesize it. The reactants are: [NH2:1][C:2]1[CH:3]=[C:4]([OH:11])[C:5](=[CH:9][CH:10]=1)[C:6]([OH:8])=[O:7].C(=O)([O-])[O-].[Cs+].[Cs+].[CH2:18]([CH2:36]S([O-])(=O)=O)[CH2:19][CH2:20][CH2:21][CH2:22][CH2:23][CH2:24][CH2:25]/[CH:26]=[CH:27]/[CH2:28][CH2:29][CH2:30][CH2:31][CH2:32][CH2:33][CH2:34]C. (2) Given the product [Br:1][C:2]1[CH:3]=[CH:4][C:5]([O:10][C@H:11]2[CH2:16][CH2:15][N:14]([C:18](=[O:22])[C@@H:19]([OH:20])[CH3:21])[CH2:13][C@H:12]2[F:17])=[C:6]([CH:9]=1)[C:7]#[N:8], predict the reactants needed to synthesize it. The reactants are: [Br:1][C:2]1[CH:3]=[CH:4][C:5]([O:10][C@H:11]2[CH2:16][CH2:15][NH:14][CH2:13][C@H:12]2[F:17])=[C:6]([CH:9]=1)[C:7]#[N:8].[C:18](O)(=[O:22])[C@H:19]([CH3:21])[OH:20].C(N(CC)C(C)C)(C)C.CN(C(ON1N=NC2C=CC=NC1=2)=[N+](C)C)C.F[P-](F)(F)(F)(F)F. (3) The reactants are: C([O:8][C:9]1[CH:10]=[C:11]([CH2:23][CH2:24][CH2:25][C:26]#[N:27])[CH:12]=[CH:13][C:14]=1[N:15]1[CH2:19][C:18](=[O:20])[NH:17][S:16]1(=[O:22])=[O:21])C1C=CC=CC=1. Given the product [OH:8][C:9]1[CH:10]=[C:11]([CH2:23][CH2:24][CH2:25][C:26]#[N:27])[CH:12]=[CH:13][C:14]=1[N:15]1[CH2:19][C:18](=[O:20])[NH:17][S:16]1(=[O:22])=[O:21], predict the reactants needed to synthesize it. (4) Given the product [F:1][C:2]1[CH:7]=[C:6]([C:25]2[CH:30]=[CH:29][CH:28]=[CH:27][C:26]=2[S:31]([C:34]2[CH:35]=[CH:36][CH:37]=[CH:38][CH:39]=2)(=[O:33])=[O:32])[CH:5]=[CH:4][C:3]=1[C:17]1[N:18]=[CH:19][C:20]([NH2:23])=[N:21][CH:22]=1, predict the reactants needed to synthesize it. The reactants are: [F:1][C:2]1[CH:7]=[C:6](B2OC(C)(C)C(C)(C)O2)[CH:5]=[CH:4][C:3]=1[C:17]1[N:18]=[CH:19][C:20]([NH2:23])=[N:21][CH:22]=1.Br[C:25]1[CH:30]=[CH:29][CH:28]=[CH:27][C:26]=1[S:31]([C:34]1[CH:39]=[CH:38][CH:37]=[CH:36][CH:35]=1)(=[O:33])=[O:32]. (5) Given the product [Cl:1][C:2]1[CH:7]=[C:6]([O:8][CH3:9])[CH:5]=[CH:4][C:3]=1[CH:10]([CH3:26])[C:11]([C:13]1[CH:14]=[CH:15][C:16]2[O:20][C:19](=[O:21])[N:18]([CH3:22])[C:17]=2[CH:23]=1)=[O:12], predict the reactants needed to synthesize it. The reactants are: [Cl:1][C:2]1[CH:7]=[C:6]([O:8][CH3:9])[CH:5]=[CH:4][C:3]=1[CH2:10][C:11]([C:13]1[CH:14]=[CH:15][C:16]2[O:20][C:19](=[O:21])[N:18]([CH3:22])[C:17]=2[CH:23]=1)=[O:12].[H-].[Na+].[CH3:26]I. (6) Given the product [CH3:1][O:2][C:3](=[O:34])[CH2:4][C:5]1[CH:10]=[C:9]([Br:11])[C:8]([O:12][C:13]2[CH:18]=[C:17]([CH:19]([CH3:21])[CH3:20])[C:16]([O:22][CH3:23])=[CH:15][C:14]=2[CH:24]([NH:75][CH:72]([CH3:74])[CH3:73])[C:25]2[CH:30]=[CH:29][CH:28]=[C:27]([CH3:31])[CH:26]=2)=[C:7]([Br:33])[CH:6]=1, predict the reactants needed to synthesize it. The reactants are: [CH3:1][O:2][C:3](=[O:34])[CH2:4][C:5]1[CH:10]=[C:9]([Br:11])[C:8]([O:12][C:13]2[CH:18]=[C:17]([CH:19]([CH3:21])[CH3:20])[C:16]([O:22][CH3:23])=[CH:15][C:14]=2[CH:24](Cl)[C:25]2[CH:30]=[CH:29][CH:28]=[C:27]([CH3:31])[CH:26]=2)=[C:7]([Br:33])[CH:6]=1.S(Cl)(Cl)=O.BrC1C=C(CC(O)=O)C=C(Br)C=1OC1C=C(C(C)C)C(OC)=CC=1C(O)C1C=CC=C(C)C=1.[CH:72]([NH2:75])([CH3:74])[CH3:73]. (7) Given the product [Cl:1][C:2]1[CH:7]=[CH:6][CH:5]=[CH:4][C:3]=1[N:8]1[C:12]([C:13]2[S:14][C:15]([C:18]3[CH:23]=[CH:22][CH:21]=[C:20]([S:24]([CH3:27])=[O:25])[CH:19]=3)=[CH:16][CH:17]=2)=[CH:11][C:10]([C:28]([CH3:29])([N:31]2[CH2:42][CH2:41][CH2:40][CH2:39]2)[CH3:30])=[N:9]1, predict the reactants needed to synthesize it. The reactants are: [Cl:1][C:2]1[CH:7]=[CH:6][CH:5]=[CH:4][C:3]=1[N:8]1[C:12]([C:13]2[S:14][C:15]([C:18]3[CH:23]=[CH:22][CH:21]=[C:20]([S:24]([CH3:27])(=O)=[O:25])[CH:19]=3)=[CH:16][CH:17]=2)=[CH:11][C:10]([C:28]([NH2:31])([CH3:30])[CH3:29])=[N:9]1.C([O-])([O-])=O.[K+].[K+].Br[CH2:39][CH2:40][CH2:41][CH2:42]Br. (8) The reactants are: [CH3:1][O:2][C:3]1[CH:8]=[CH:7][C:6]([CH2:9][C:10]([OH:12])=O)=[CH:5][C:4]=1[CH3:13].C(N(CC)CC)C.CC(C)(C)C(Cl)=O.[CH2:28]([C@@H:35]1[CH2:39][O:38][C:37](=[O:40])[NH:36]1)[C:29]1[CH:34]=[CH:33][CH:32]=[CH:31][CH:30]=1.C([Li])CCC. Given the product [CH2:28]([C@@H:35]1[CH2:39][O:38][C:37](=[O:40])[N:36]1[C:10](=[O:12])[CH2:9][C:6]1[CH:7]=[CH:8][C:3]([O:2][CH3:1])=[C:4]([CH3:13])[CH:5]=1)[C:29]1[CH:30]=[CH:31][CH:32]=[CH:33][CH:34]=1, predict the reactants needed to synthesize it.